From a dataset of CYP3A4 inhibition data for predicting drug metabolism from PubChem BioAssay. Regression/Classification. Given a drug SMILES string, predict its absorption, distribution, metabolism, or excretion properties. Task type varies by dataset: regression for continuous measurements (e.g., permeability, clearance, half-life) or binary classification for categorical outcomes (e.g., BBB penetration, CYP inhibition). Dataset: cyp3a4_veith. (1) The molecule is O=C(CSc1ccccc1C(=O)O)NCc1ccco1. The result is 0 (non-inhibitor). (2) The drug is C=Cc1ccc([C@H]2N[C@@H](C(=O)O)CC[C@@H]2C)cc1. The result is 0 (non-inhibitor).